This data is from Catalyst prediction with 721,799 reactions and 888 catalyst types from USPTO. The task is: Predict which catalyst facilitates the given reaction. Reactant: Cl[C:2]1[C:7]([CH:8]=[O:9])=[C:6]([Cl:10])[N:5]=[C:4]([S:11][CH3:12])[N:3]=1.[F:13][C:14]1[CH:20]=[CH:19][CH:18]=[C:17]([F:21])[C:15]=1[NH2:16].CCN(CC)CC. Product: [Cl:10][C:6]1[C:7]([CH:8]=[O:9])=[C:2]([NH:16][C:15]2[C:14]([F:13])=[CH:20][CH:19]=[CH:18][C:17]=2[F:21])[N:3]=[C:4]([S:11][CH3:12])[N:5]=1. The catalyst class is: 1.